This data is from Catalyst prediction with 721,799 reactions and 888 catalyst types from USPTO. The task is: Predict which catalyst facilitates the given reaction. (1) Reactant: [NH2:1][C:2]1[S:3][C:4]([C:7]#[N:8])=[CH:5][N:6]=1.Cl[C:10]1[N:15]=[CH:14][N:13]=[C:12]([Cl:16])[CH:11]=1.[O-]P([O-])([O-])=O.[K+].[K+].[K+]. Product: [Cl:16][C:12]1[N:13]=[CH:14][N:15]=[C:10]([NH:1][C:2]2[S:3][C:4]([C:7]#[N:8])=[CH:5][N:6]=2)[CH:11]=1. The catalyst class is: 3. (2) Reactant: [CH:1]1([NH:4][C:5]2[C:6]3[O:26][CH:25]=[CH:24][C:7]=3[N:8]=[C:9]([NH:11][C:12]3[CH:20]=[C:19]4[C:15]([C:16]([C:21]([OH:23])=O)=[N:17][NH:18]4)=[CH:14][CH:13]=3)[N:10]=2)[CH2:3][CH2:2]1.[NH:27]1[C:35]2[C:30](=CC=C[CH:34]=2)C(C([O-])=O)=N1.C1(N)CC1.CN(C(ON1N=NC2C=CC=NC1=2)=[N+](C)C)C.F[P-](F)(F)(F)(F)F.CCN(C(C)C)C(C)C.C([O-])([O-])=O.[Na+].[Na+]. Product: [CH:35]1([NH:27][C:21]([C:16]2[C:15]3[C:19](=[CH:20][C:12]([NH:11][C:9]4[N:10]=[C:5]([NH:4][CH:1]5[CH2:2][CH2:3]5)[C:6]5[O:26][CH:25]=[CH:24][C:7]=5[N:8]=4)=[CH:13][CH:14]=3)[NH:18][N:17]=2)=[O:23])[CH2:34][CH2:30]1. The catalyst class is: 3. (3) Reactant: [CH3:1][N:2]1[CH2:7][CH2:6][N:5]([C:8]2[CH:9]=[C:10]([C:14]3[C:15]([NH2:19])=[N:16][NH:17][CH:18]=3)[CH:11]=[CH:12][CH:13]=2)[CH2:4][CH2:3]1.C[N:21](C)/[CH:22]=[C:23](/[C:26]1[CH:31]=[CH:30][CH:29]=[C:28]([N+:32]([O-:34])=[O:33])[CH:27]=1)\[C:24]#N.C(O)CCC.C([O-])(O)=O.[Na+]. Product: [CH3:1][N:2]1[CH2:7][CH2:6][N:5]([C:8]2[CH:9]=[C:10]([C:14]3[CH:18]=[N:17][N:16]4[C:22]([NH2:21])=[C:23]([C:26]5[CH:31]=[CH:30][CH:29]=[C:28]([N+:32]([O-:34])=[O:33])[CH:27]=5)[CH:24]=[N:19][C:15]=34)[CH:11]=[CH:12][CH:13]=2)[CH2:4][CH2:3]1. The catalyst class is: 52. (4) Reactant: [OH:1][NH:2][C:3](=[NH:26])[C:4]1[CH:5]=[C:6]2[C:11](=[CH:12][CH:13]=1)[N:10]=[C:9]([N:14]1[CH2:18][CH2:17][CH:16]([NH:19][C:20](=[O:25])[C:21]([CH3:24])([CH3:23])[CH3:22])[CH2:15]1)[CH:8]=[CH:7]2.[F:27][C:28]([F:41])([F:40])[C:29]1[CH:34]=[CH:33][C:32]([CH:35]([CH3:39])C(O)=O)=[CH:31][CH:30]=1.[CH2:42](Cl)CCl. Product: [CH3:24][C:21]([CH3:22])([CH3:23])[C:20]([NH:19][CH:16]1[CH2:17][CH2:18][N:14]([C:9]2[CH:8]=[CH:7][C:6]3[C:11](=[CH:12][CH:13]=[C:4]([C:3]4[N:26]=[C:42]([CH2:39][CH2:35][C:32]5[CH:31]=[CH:30][C:29]([C:28]([F:27])([F:40])[F:41])=[CH:34][CH:33]=5)[O:1][N:2]=4)[CH:5]=3)[N:10]=2)[CH2:15]1)=[O:25]. The catalyst class is: 270. (5) Reactant: O.[NH2:2][NH2:3].[OH:4][C:5]1[C:10]([C:11]([O:13]C)=O)=[CH:9][CH:8]=[CH:7][N:6]=1. Product: [O:4]=[C:5]1[C:10]([C:11]([NH:2][NH2:3])=[O:13])=[CH:9][CH:8]=[CH:7][NH:6]1. The catalyst class is: 8. (6) Reactant: [Br:1][C:2]1[CH:3]=[CH:4][C:5]([C:10]([OH:12])=O)=[N:6][C:7]=1[C:8]#[N:9].C1C=CC2N(O)N=NC=2C=1.C(Cl)CCl.[CH:27]([N:30]1[CH2:35][CH2:34][NH:33][CH2:32][CH2:31]1)([CH3:29])[CH3:28]. Product: [Br:1][C:2]1[C:7]([C:8]#[N:9])=[N:6][C:5]([C:10]([N:33]2[CH2:34][CH2:35][N:30]([CH:27]([CH3:29])[CH3:28])[CH2:31][CH2:32]2)=[O:12])=[CH:4][CH:3]=1. The catalyst class is: 85. (7) Reactant: [N:1]1[C:9]([NH2:10])=[C:8]2[C:4]([N:5]=[CH:6][NH:7]2)=[N:3][CH:2]=1.Br[CH2:12][CH2:13][C:14]#[N:15].[H-].[Na+]. Product: [C:14]([CH2:13][CH2:12][N:5]1[CH:6]=[N:7][C:8]2[C:4]1=[N:3][CH:2]=[N:1][C:9]=2[NH2:10])#[N:15]. The catalyst class is: 3.